Dataset: Peptide-MHC class II binding affinity with 134,281 pairs from IEDB. Task: Regression. Given a peptide amino acid sequence and an MHC pseudo amino acid sequence, predict their binding affinity value. This is MHC class II binding data. (1) The peptide sequence is QSGFIAAAVLLSVLG. The MHC is HLA-DQA10301-DQB10302 with pseudo-sequence HLA-DQA10301-DQB10302. The binding affinity (normalized) is 0.128. (2) The peptide sequence is FRDRARVPLTSNNGI. The MHC is HLA-DQA10401-DQB10402 with pseudo-sequence HLA-DQA10401-DQB10402. The binding affinity (normalized) is 0.234. (3) The peptide sequence is YDLFLANVSTVLTGK. The MHC is DRB1_1101 with pseudo-sequence DRB1_1101. The binding affinity (normalized) is 0.603. (4) The MHC is DRB1_0404 with pseudo-sequence DRB1_0404. The binding affinity (normalized) is 0.108. The peptide sequence is SLRTTTVSGKLIHEW. (5) The peptide sequence is TLWQRPIVTIKIGGQLREAL. The MHC is H-2-IAd with pseudo-sequence H-2-IAd. The binding affinity (normalized) is 0.678. (6) The peptide sequence is LTQYFVQENYLEYRQVPG. The MHC is DRB1_1302 with pseudo-sequence DRB1_1302. The binding affinity (normalized) is 0.284. (7) The peptide sequence is ADKVAATAANAAPAN. The MHC is DRB1_0401 with pseudo-sequence DRB1_0401. The binding affinity (normalized) is 0.250. (8) The peptide sequence is AFILDGDDLFPKV. The MHC is DRB1_0401 with pseudo-sequence DRB1_0401. The binding affinity (normalized) is 0.381. (9) The peptide sequence is YNFATCGIFALISFL. The MHC is DRB1_0101 with pseudo-sequence DRB1_0101. The binding affinity (normalized) is 0.0925. (10) The peptide sequence is EKKYKAATQFEPLAA. The MHC is DRB1_0101 with pseudo-sequence DRB1_0101. The binding affinity (normalized) is 0.748.